Dataset: Reaction yield outcomes from USPTO patents with 853,638 reactions. Task: Predict the reaction yield, written as a fraction of the theoretical maximum amount of product (1.0 means a 100% yield; for example, 0.34 means a 34% yield). (1) The reactants are [NH2:1][C:2]1[CH:3]=[CH:4][C:5]([F:12])=[C:6]([CH:11]=1)[C:7]([O:9][CH3:10])=[O:8].[F:13][C:14]1[CH:19]=[CH:18][CH:17]=[C:16]([F:20])[C:15]=1[S:21](Cl)(=[O:23])=[O:22]. No catalyst specified. The product is [F:13][C:14]1[CH:19]=[CH:18][CH:17]=[C:16]([F:20])[C:15]=1[S:21]([NH:1][C:2]1[CH:3]=[CH:4][C:5]([F:12])=[C:6]([CH:11]=1)[C:7]([O:9][CH3:10])=[O:8])(=[O:23])=[O:22]. The yield is 1.00. (2) The reactants are [C:1]([O:5][C:6]([CH2:8][CH2:9][C@H:10]([NH:33]C(OCC1C=CC=CC=1)=O)[C:11]([NH:13][C@@H:14]([CH2:22][CH2:23][C:24]([O:26][CH2:27][CH2:28][Si:29]([CH3:32])([CH3:31])[CH3:30])=[O:25])[C:15]([O:17][C:18]([CH3:21])([CH3:20])[CH3:19])=[O:16])=[O:12])=[O:7])([CH3:4])([CH3:3])[CH3:2]. The catalyst is CC(O)C.[Pd]. The product is [NH2:33][C@@H:10]([CH2:9][CH2:8][C:6]([O:5][C:1]([CH3:4])([CH3:3])[CH3:2])=[O:7])[C:11]([NH:13][C@@H:14]([CH2:22][CH2:23][C:24]([O:26][CH2:27][CH2:28][Si:29]([CH3:30])([CH3:32])[CH3:31])=[O:25])[C:15]([O:17][C:18]([CH3:21])([CH3:20])[CH3:19])=[O:16])=[O:12]. The yield is 0.940. (3) The reactants are [CH3:1][N:2]([S:22]([C:25]1[S:26][CH:27]=[CH:28][CH:29]=1)(=[O:24])=[O:23])[C:3]1[CH:4]=[CH:5][CH:6]=[C:7]2[C:11]=1[NH:10][C:9]([C:12]1[S:13][C:14]([CH2:17][CH2:18][C:19](O)=[O:20])=[CH:15][N:16]=1)=[CH:8]2.C(N1C=CN=C1)(N1C=CN=C1)=O.[CH3:42][S:43]([NH2:46])(=[O:45])=[O:44].C1CCN2C(=NCCC2)CC1. The catalyst is O1CCCC1. The product is [CH3:42][S:43]([NH:46][C:19](=[O:20])[CH2:18][CH2:17][C:14]1[S:13][C:12]([C:9]2[NH:10][C:11]3[C:7]([CH:8]=2)=[CH:6][CH:5]=[CH:4][C:3]=3[N:2]([CH3:1])[S:22]([C:25]2[S:26][CH:27]=[CH:28][CH:29]=2)(=[O:23])=[O:24])=[N:16][CH:15]=1)(=[O:45])=[O:44]. The yield is 0.600. (4) The reactants are [CH:1]1([CH2:4][O:5][C:6]2[C:7]([CH3:14])=[CH:8][C:9]([CH2:12]O)=[N:10][CH:11]=2)[CH2:3][CH2:2]1.[C:15]1(=[O:25])[NH:19][C:18](=[O:20])[C:17]2=[CH:21][CH:22]=[CH:23][CH:24]=[C:16]12. No catalyst specified. The product is [CH:1]1([CH2:4][O:5][C:6]2[C:7]([CH3:14])=[CH:8][C:9]([CH2:12][N:19]3[C:15](=[O:25])[C:16]4[C:17](=[CH:21][CH:22]=[CH:23][CH:24]=4)[C:18]3=[O:20])=[N:10][CH:11]=2)[CH2:3][CH2:2]1. The yield is 0.770.